Predict the reaction yield, written as a fraction of the theoretical maximum amount of product (1.0 means a 100% yield; for example, 0.34 means a 34% yield). From a dataset of Reaction yield outcomes from USPTO patents with 853,638 reactions. (1) The reactants are [CH2:1]([N:4]([CH2:19][CH2:20][CH3:21])[CH2:5][CH2:6][CH2:7][CH2:8][NH:9][CH2:10][C:11]1[CH:18]=[CH:17][C:14]([C:15]#[N:16])=[CH:13][CH:12]=1)[CH2:2][CH3:3].COC1CCCC1.C(=O)([O-])[O-].[K+].[K+].Br[CH2:36][C:37]([O:39][CH2:40][C:41]1[CH:46]=[CH:45][CH:44]=[CH:43][CH:42]=1)=[O:38]. The catalyst is C(=O)(O)[O-].[Na+]. The product is [C:37]([O:39][CH:40]([N:9]([CH2:10][C:11]1[CH:12]=[CH:13][C:14]([C:15]#[N:16])=[CH:17][CH:18]=1)[CH2:8][CH2:7][CH2:6][CH2:5][N:4]([CH2:1][CH2:2][CH3:3])[CH2:19][CH2:20][CH3:21])[C:41]1[CH:46]=[CH:45][CH:44]=[CH:43][CH:42]=1)(=[O:38])[CH3:36]. The yield is 0.183. (2) The reactants are [CH2:1]1[O:9][C:8]2[CH:7]=[CH:6][C:5]([CH:10](O)[CH3:11])=[CH:4][C:3]=2[O:2]1.[C:13]([O:16]C(=O)C)(=[O:15])[CH3:14]. The catalyst is N1C=CC=CC=1. The product is [C:13]([O:16][CH2:11][CH2:10][C:5]1[CH:6]=[CH:7][C:8]2[O:9][CH2:1][O:2][C:3]=2[CH:4]=1)(=[O:15])[CH3:14]. The yield is 0.810. (3) The reactants are [CH2:1]([O:4][C:5]1([CH3:46])[CH2:10][CH2:9][N:8]([C:11]2[C:12]3[N:13]([N:28]=[C:29]([C:31]4[CH:32]=[C:33]([C:37]5[C:42]([OH:43])=[CH:41][CH:40]=[C:39]([CH3:44])[C:38]=5[F:45])[CH:34]=[CH:35][CH:36]=4)[CH:30]=3)[CH:14]=[C:15]([CH3:27])[C:16]=2[C@H:17]([O:22][C:23]([CH3:26])([CH3:25])[CH3:24])[C:18]([O:20][CH3:21])=[O:19])[CH2:7][CH2:6]1)[CH:2]=[CH2:3].[CH3:47][C@@H:48](O)[CH2:49][CH:50]=[CH2:51].C1C=CC(P(C2C=CC=CC=2)C2C=CC=CC=2)=CC=1.CCOC(/N=N/C(OCC)=O)=O. The catalyst is C1COCC1.O. The product is [CH2:1]([O:4][C:5]1([CH3:46])[CH2:6][CH2:7][N:8]([C:11]2[C:12]3[N:13]([N:28]=[C:29]([C:31]4[CH:32]=[C:33]([C:37]5[C:42]([O:43][C@H:50]([CH2:49][CH:48]=[CH2:47])[CH3:51])=[CH:41][CH:40]=[C:39]([CH3:44])[C:38]=5[F:45])[CH:34]=[CH:35][CH:36]=4)[CH:30]=3)[CH:14]=[C:15]([CH3:27])[C:16]=2[C@H:17]([O:22][C:23]([CH3:25])([CH3:24])[CH3:26])[C:18]([O:20][CH3:21])=[O:19])[CH2:9][CH2:10]1)[CH:2]=[CH2:3]. The yield is 0.638. (4) The reactants are [CH2:1]([OH:10])[CH:2]=[CH:3][C:4]1[CH:9]=[CH:8][CH:7]=[CH:6][CH:5]=1.C(C1C(=O)C(Cl)=C(Cl)[C:15](=[O:16])C=1C#N)#N. The catalyst is CO. The product is [C:1]([O:16][CH3:15])(=[O:10])[CH:2]=[CH:3][C:4]1[CH:9]=[CH:8][CH:7]=[CH:6][CH:5]=1. The yield is 0.860. (5) The reactants are [CH:1]([O:3][CH2:4][CH3:5])=[O:2].[CH3:6][CH2:7][CH2:8][CH2:9][CH2:10][CH3:11]. No catalyst specified. The product is [CH:1]([O:3][CH2:4][CH3:5])=[O:2].[CH3:6][CH2:7][CH2:8][CH2:9][CH2:10][CH3:11]. The yield is 0.670.